Dataset: Catalyst prediction with 721,799 reactions and 888 catalyst types from USPTO. Task: Predict which catalyst facilitates the given reaction. (1) Reactant: [NH:1]1[CH2:5][CH2:4][CH2:3][CH:2]1[C:6]1[CH:7]=[C:8]([CH:19]=[CH:20][CH:21]=1)[O:9][CH2:10][CH2:11][CH2:12][N:13]1[CH2:18][CH2:17][CH2:16][CH2:15][CH2:14]1.C(N(CC)CC)C.Br[CH2:30][C:31]([C:33]1[CH:38]=[CH:37][C:36]([O:39][CH3:40])=[CH:35][CH:34]=1)=[O:32]. Product: [CH3:40][O:39][C:36]1[CH:37]=[CH:38][C:33]([C:31](=[O:32])[CH2:30][N:1]2[CH2:5][CH2:4][CH2:3][CH:2]2[C:6]2[CH:21]=[CH:20][CH:19]=[C:8]([O:9][CH2:10][CH2:11][CH2:12][N:13]3[CH2:18][CH2:17][CH2:16][CH2:15][CH2:14]3)[CH:7]=2)=[CH:34][CH:35]=1. The catalyst class is: 76. (2) Reactant: [CH3:1][O:2][C:3]1[N:4]=[C:5]2[C:10](=[CH:11][CH:12]=1)[N:9]=[CH:8][C:7](C(O)=O)=[CH:6]2.C([N:18]([CH2:21]C)CC)C.[C:23]([OH:27])([CH3:26])([CH3:25])[CH3:24].C1(P(N=[N+]=[N-])(C2C=CC=CC=2)=[O:35])C=CC=CC=1. Product: [C:23]([O:27][C:21](=[O:35])[NH:18][C:7]1[CH:8]=[N:9][C:10]2[C:5]([CH:6]=1)=[N:4][C:3]([O:2][CH3:1])=[CH:12][CH:11]=2)([CH3:26])([CH3:25])[CH3:24]. The catalyst class is: 9. (3) Reactant: F[C:2]1[CH:7]=[C:6](F)[C:5](F)=[CH:4][C:3]=1[N+:10]([O-:12])=[O:11].C([O-])([O-])=O.[K+].[K+].OC(C(F)(F)F)=O.FC1C=C(CN)C=[N:31]C=1. Product: [N+:10]([C:3]1[CH:4]=[CH:5][CH:6]=[CH:7][C:2]=1[NH2:31])([O-:12])=[O:11]. The catalyst class is: 49. (4) Reactant: [F:1][C:2]1[CH:3]=[C:4]([CH:37]=[CH:38][CH:39]=1)[CH2:5][N:6]1[C:10]2[CH:11]=[C:12]([C:15]3[CH:20]=[CH:19][N:18]=[C:17]4[NH:21][C:22]([C:24]5[CH2:29][CH2:28][N:27](C(OC(C)(C)C)=O)[CH2:26][CH:25]=5)=[CH:23][C:16]=34)[CH:13]=[CH:14][C:9]=2[N:8]=[CH:7]1.FC(F)(F)C(O)=O. Product: [F:1][C:2]1[CH:3]=[C:4]([CH:37]=[CH:38][CH:39]=1)[CH2:5][N:6]1[C:10]2[CH:11]=[C:12]([C:15]3[CH:20]=[CH:19][N:18]=[C:17]4[NH:21][C:22]([C:24]5[CH2:29][CH2:28][NH:27][CH2:26][CH:25]=5)=[CH:23][C:16]=34)[CH:13]=[CH:14][C:9]=2[N:8]=[CH:7]1. The catalyst class is: 4. (5) Reactant: [CH3:1][NH:2][CH2:3][C:4]1[S:8][C:7]2[CH:9]=[CH:10][CH:11]=[CH:12][C:6]=2[C:5]=1[CH3:13].CNCC1C=CC2C(=CC=CC=2)C=1CCC.[ClH:30].[O:31]=[C:32]1[C@@H:41]2[N:37]([CH2:38][CH2:39][CH2:40]2)[CH2:36][C:35]2[CH:42]=[C:43](/[CH:46]=[CH:47]/[C:48](O)=[O:49])[CH:44]=[N:45][C:34]=2[NH:33]1.Cl.CN1CC2C=C(/C=C/C(O)=O)C=NC=2NC(=O)C1. Product: [ClH:30].[CH3:1][N:2]([CH2:3][C:4]1[S:8][C:7]2[CH:9]=[CH:10][CH:11]=[CH:12][C:6]=2[C:5]=1[CH3:13])[C:48](=[O:49])/[CH:47]=[CH:46]/[C:43]1[CH:44]=[N:45][C:34]2[NH:33][C:32](=[O:31])[C@@H:41]3[N:37]([CH2:38][CH2:39][CH2:40]3)[CH2:36][C:35]=2[CH:42]=1. The catalyst class is: 5. (6) Reactant: [CH2:1]([O:3][C@@H:4]([CH2:10][C:11]1[CH:16]=[CH:15][C:14]([O:17][CH2:18][C:19]([C:21]2[CH:26]=[CH:25][CH:24]=[C:23]([O:27][CH3:28])[CH:22]=2)=[O:20])=[CH:13][CH:12]=1)[C:5]([O:7]CC)=[O:6])[CH3:2].[Li+].[OH-].Cl. Product: [CH2:1]([O:3][C@@H:4]([CH2:10][C:11]1[CH:16]=[CH:15][C:14]([O:17][CH2:18][C:19]([C:21]2[CH:26]=[CH:25][CH:24]=[C:23]([O:27][CH3:28])[CH:22]=2)=[O:20])=[CH:13][CH:12]=1)[C:5]([OH:7])=[O:6])[CH3:2]. The catalyst class is: 5. (7) Reactant: [C:1]([C:3]1[CH:8]=[C:7]([C:9]2[CH:14]=[CH:13][C:12]([C:15]([F:18])([F:17])[F:16])=[CH:11][CH:10]=2)[N:6]=[CH:5][C:4]=1[C:19]([O:21][CH3:22])=[O:20])#[N:2].[ClH:23]. Product: [ClH:23].[NH2:2][CH2:1][C:3]1[CH:8]=[C:7]([C:9]2[CH:10]=[CH:11][C:12]([C:15]([F:17])([F:18])[F:16])=[CH:13][CH:14]=2)[N:6]=[CH:5][C:4]=1[C:19]([O:21][CH3:22])=[O:20]. The catalyst class is: 43. (8) Reactant: Br[C:2]1[C:10]2[CH:9]=[N:8][C:7]([NH:11][C@H:12]([CH2:14][CH2:15][CH3:16])[CH3:13])=[N:6][C:5]=2[N:4]([C@H:17]2[CH2:22][CH2:21][C@H:20]([OH:23])[CH2:19][CH2:18]2)[CH:3]=1.[NH2:24][C:25]1[CH:30]=[CH:29][C:28](B2OC(C)(C)C(C)(C)O2)=[CH:27][CH:26]=1.C([O-])([O-])=O.[K+].[K+]. Product: [NH2:24][C:25]1[CH:30]=[CH:29][C:28]([C:2]2[C:10]3[CH:9]=[N:8][C:7]([NH:11][C@H:12]([CH2:14][CH2:15][CH3:16])[CH3:13])=[N:6][C:5]=3[N:4]([C@H:17]3[CH2:22][CH2:21][C@H:20]([OH:23])[CH2:19][CH2:18]3)[CH:3]=2)=[CH:27][CH:26]=1. The catalyst class is: 70. (9) Reactant: [I-].[CH3:2][S+](C)(C)=O.[H-].[Na+].[CH2:9]([O:11][C:12](=[O:23])[CH:13]=[CH:14][C:15]1[CH:20]=[CH:19][C:18]([O:21][CH3:22])=[CH:17][CH:16]=1)[CH3:10]. Product: [CH2:9]([O:11][C:12]([C@@H:13]1[CH2:2][C@H:14]1[C:15]1[CH:16]=[CH:17][C:18]([O:21][CH3:22])=[CH:19][CH:20]=1)=[O:23])[CH3:10]. The catalyst class is: 58. (10) Reactant: [CH2:1]([C:3]1[C:4]([O:13][CH3:14])=[N:5][C:6]([CH3:12])=[C:7]([CH:11]=1)[C:8]([OH:10])=O)[CH3:2].F[B-](F)(F)F.O=C1C=CC=CN1OC(N(C)C)=[N+](C)C.O.OC1C2N=NNC=2C=CC=1.[C:46]([NH:49][NH2:50])(=[O:48])[CH3:47].C(N(C(C)C)C(C)C)C. Product: [C:46]([NH:49][NH:50][C:8](=[O:10])[C:7]1[CH:11]=[C:3]([CH2:1][CH3:2])[C:4]([O:13][CH3:14])=[N:5][C:6]=1[CH3:12])(=[O:48])[CH3:47]. The catalyst class is: 46.